This data is from Reaction yield outcomes from USPTO patents with 853,638 reactions. The task is: Predict the reaction yield, written as a fraction of the theoretical maximum amount of product (1.0 means a 100% yield; for example, 0.34 means a 34% yield). (1) The reactants are [CH3:1][NH:2][CH2:3][CH2:4][NH2:5].[F:6][C:7]([F:14])([F:13])[C:8]([O:10]CC)=O.CCCCCC. The catalyst is CCOCC. The product is [F:14][C:7]([F:6])([F:13])[C:8]([NH:5][CH2:4][CH2:3][NH:2][CH3:1])=[O:10]. The yield is 0.850. (2) The reactants are C(Cl)Cl.C(OC([N:11]1[CH2:16][CH2:15][CH:14]([CH2:17][NH:18][C:19]([C:21]2[CH:22]=[C:23]([C:28]3[CH:33]=[CH:32][C:31]([C:34]4[CH:39]=[CH:38][CH:37]=[CH:36][CH:35]=4)=[CH:30][CH:29]=3)[C:24]([Cl:27])=[CH:25][CH:26]=2)=[O:20])[CH2:13][CH2:12]1)=O)(C)(C)C.FC(F)(F)C(O)=O. The catalyst is O. The product is [NH:11]1[CH2:12][CH2:13][CH:14]([CH2:17][NH:18][C:19]([C:21]2[CH:22]=[C:23]([C:28]3[CH:29]=[CH:30][C:31]([C:34]4[CH:39]=[CH:38][CH:37]=[CH:36][CH:35]=4)=[CH:32][CH:33]=3)[C:24]([Cl:27])=[CH:25][CH:26]=2)=[O:20])[CH2:15][CH2:16]1. The yield is 0.990.